This data is from Forward reaction prediction with 1.9M reactions from USPTO patents (1976-2016). The task is: Predict the product of the given reaction. (1) The product is: [C:14]12([CH3:19])[C:21]([CH3:26])([CH3:32])[CH:11]([CH2:12][CH2:13]1)[CH2:3][C:4]2=[O:10]. Given the reactants C12CC(C1(C)C)[CH:4]([OH:10])[CH:3]([C:11]1([CH:21]3[CH2:26]C4CC(C4(C)C)=C3C)CC3C[C:13]([C:14]3([CH3:19])C)=[C:12]1C)C=2C.[CH3:32]C1(C)OC2(C)CCC1CC2, predict the reaction product. (2) Given the reactants O.[NH2:2][NH2:3].C([O:8][CH2:9][CH3:10])(=O)CO.[CH2:11]([N:15]=[C:16]=[S:17])[CH2:12][CH2:13][CH3:14].[OH-].[Na+].Cl, predict the reaction product. The product is: [CH2:11]([N:15]1[C:16]([SH:17])=[N:3][N:2]=[C:10]1[CH2:9][OH:8])[CH2:12][CH2:13][CH3:14].